This data is from NCI-60 drug combinations with 297,098 pairs across 59 cell lines. The task is: Regression. Given two drug SMILES strings and cell line genomic features, predict the synergy score measuring deviation from expected non-interaction effect. (1) Drug 1: CN(CC1=CN=C2C(=N1)C(=NC(=N2)N)N)C3=CC=C(C=C3)C(=O)NC(CCC(=O)O)C(=O)O. Drug 2: C1C(C(OC1N2C=C(C(=O)NC2=O)F)CO)O. Cell line: HCT-15. Synergy scores: CSS=46.1, Synergy_ZIP=-7.34, Synergy_Bliss=-9.50, Synergy_Loewe=-9.07, Synergy_HSA=-7.73. (2) Drug 1: C1=CN(C(=O)N=C1N)C2C(C(C(O2)CO)O)O.Cl. Drug 2: CC12CCC3C(C1CCC2O)C(CC4=C3C=CC(=C4)O)CCCCCCCCCS(=O)CCCC(C(F)(F)F)(F)F. Cell line: 786-0. Synergy scores: CSS=14.1, Synergy_ZIP=-6.06, Synergy_Bliss=-0.0323, Synergy_Loewe=-12.4, Synergy_HSA=-1.24. (3) Drug 1: C1CN1C2=NC(=NC(=N2)N3CC3)N4CC4. Drug 2: C1=NC2=C(N1)C(=S)N=C(N2)N. Cell line: T-47D. Synergy scores: CSS=28.9, Synergy_ZIP=-7.07, Synergy_Bliss=-0.391, Synergy_Loewe=-5.72, Synergy_HSA=1.58. (4) Cell line: NCIH23. Drug 2: CCC1=C2CN3C(=CC4=C(C3=O)COC(=O)C4(CC)O)C2=NC5=C1C=C(C=C5)O. Drug 1: CCC1=CC2CC(C3=C(CN(C2)C1)C4=CC=CC=C4N3)(C5=C(C=C6C(=C5)C78CCN9C7C(C=CC9)(C(C(C8N6C)(C(=O)OC)O)OC(=O)C)CC)OC)C(=O)OC.C(C(C(=O)O)O)(C(=O)O)O. Synergy scores: CSS=53.1, Synergy_ZIP=-5.11, Synergy_Bliss=-1.76, Synergy_Loewe=-3.69, Synergy_HSA=0.645. (5) Synergy scores: CSS=9.11, Synergy_ZIP=-3.97, Synergy_Bliss=-3.86, Synergy_Loewe=-7.87, Synergy_HSA=-2.50. Cell line: MALME-3M. Drug 1: C1CN1P(=S)(N2CC2)N3CC3. Drug 2: C(=O)(N)NO.